From a dataset of Catalyst prediction with 721,799 reactions and 888 catalyst types from USPTO. Predict which catalyst facilitates the given reaction. (1) Reactant: CO[C:3]1[CH:13]=[CH:12][C:6]([O:7][CH2:8][C:9]([OH:11])=O)=[CH:5][CH:4]=1.[NH2:14][CH2:15][CH:16]([OH:28])[CH2:17][N:18]1[CH2:27][CH2:26][C:25]2[C:20](=[CH:21][CH:22]=[CH:23][CH:24]=2)[CH2:19]1.C1N(P(Cl)(N2C(=O)[O:40][CH2:39][CH2:38]2)=O)C(=O)OC1.CC[N:46](C(C)C)C(C)C. Product: [C:39]([NH:46][C:3]1[CH:4]=[CH:5][C:6]([O:7][CH2:8][C:9]([NH:14][CH2:15][CH:16]([OH:28])[CH2:17][N:18]2[CH2:27][CH2:26][C:25]3[C:20](=[CH:21][CH:22]=[CH:23][CH:24]=3)[CH2:19]2)=[O:11])=[CH:12][CH:13]=1)(=[O:40])[CH3:38]. The catalyst class is: 2. (2) Reactant: C([O:5][C:6](=[O:33])[CH2:7][O:8][C:9]1[C:14]([CH3:15])=[CH:13][C:12]([C:16]2[O:17][C:18]3[N:19]=[C:20]([O:25][C:26]4[CH:31]=[CH:30][CH:29]=[CH:28][CH:27]=4)[N:21]=[CH:22][C:23]=3[N:24]=2)=[CH:11][C:10]=1[CH3:32])(C)(C)C.C1(C)C=CC=CC=1. Product: [CH3:15][C:14]1[CH:13]=[C:12]([C:16]2[O:17][C:18]3[N:19]=[C:20]([O:25][C:26]4[CH:31]=[CH:30][CH:29]=[CH:28][CH:27]=4)[N:21]=[CH:22][C:23]=3[N:24]=2)[CH:11]=[C:10]([CH3:32])[C:9]=1[O:8][CH2:7][C:6]([OH:33])=[O:5]. The catalyst class is: 55. (3) The catalyst class is: 6. Reactant: [Br:1][C:2]1[C:7]2[C:8]3[NH:9][CH:10]([C:16]4[CH:21]=[CH:20][CH:19]=[CH:18][CH:17]=4)[CH2:11][C:12](=[O:15])[C:13]=3[O:14][C:6]=2[CH:5]=[CH:4][C:3]=1[O:22][CH3:23].O1CCOCC1. Product: [OH:15][C:12]1[CH:11]=[C:10]([C:16]2[CH:21]=[CH:20][CH:19]=[CH:18][CH:17]=2)[N:9]=[C:8]2[C:7]3[C:2]([Br:1])=[C:3]([O:22][CH3:23])[CH:4]=[CH:5][C:6]=3[O:14][C:13]=12. (4) Reactant: [S:1]([NH2:5])([NH2:4])(=[O:3])=[O:2].[CH3:6][O:7][NH:8][C:9]([C:11]1[C:12](=[O:45])[C:13]2[CH:18]=[N:17][C:16]([NH:19][C:20]3[CH:25]=[CH:24][C:23]([CH:26]4[CH2:31][CH2:30]N[CH2:28][CH2:27]4)=[CH:22][CH:21]=3)=[N:15][C:14]=2[N:32]([C:34]2[CH:39]=[CH:38][C:37]([O:40][C:41]([F:44])([F:43])[F:42])=[CH:36][CH:35]=2)[CH:33]=1)=[O:10]. Product: [CH3:6][O:7][NH:8][C:9]([C:11]1[C:12](=[O:45])[C:13]2[CH:18]=[N:17][C:16]([NH:19][C:20]3[CH:25]=[CH:24][C:23]([CH:26]4[CH2:27][CH2:28][N:4]([S:1](=[O:3])(=[O:2])[NH2:5])[CH2:30][CH2:31]4)=[CH:22][CH:21]=3)=[N:15][C:14]=2[N:32]([C:34]2[CH:35]=[CH:36][C:37]([O:40][C:41]([F:42])([F:44])[F:43])=[CH:38][CH:39]=2)[CH:33]=1)=[O:10]. The catalyst class is: 12.